This data is from Full USPTO retrosynthesis dataset with 1.9M reactions from patents (1976-2016). The task is: Predict the reactants needed to synthesize the given product. (1) Given the product [N+:1]([C:4]1[CH:5]=[CH:6][C:7]2[O:12][C@@:11]([CH3:18])([CH:13]([O:16][CH3:17])[O:14][CH3:15])[C@H:10]([OH:19])[C@@H:9]([N:29]([C:26]3[CH:27]=[CH:28][C:23]([O:22][CH3:21])=[CH:24][CH:25]=3)[CH2:30][C:31]3[NH:35][CH:34]=[CH:33][N:32]=3)[C:8]=2[CH:20]=1)([O-:3])=[O:2], predict the reactants needed to synthesize it. The reactants are: [N+:1]([C:4]1[CH:5]=[CH:6][C:7]2[O:12][C@@:11]([CH3:18])([CH:13]([O:16][CH3:17])[O:14][CH3:15])[C@@H:10]3[O:19][C@@H:9]3[C:8]=2[CH:20]=1)([O-:3])=[O:2].[CH3:21][O:22][C:23]1[CH:28]=[CH:27][C:26]([NH:29][CH2:30][C:31]2[NH:32][CH:33]=[CH:34][N:35]=2)=[CH:25][CH:24]=1. (2) The reactants are: [NH2:1][CH:2]([C:10]1[C:15]([O:16][CH3:17])=[CH:14][CH:13]=[CH:12][C:11]=1[O:18][CH3:19])[CH2:3][CH2:4][CH2:5][C:6]([O:8]C)=O.[C:20]1([C:26]2[CH:27]=[C:28]([CH:31]=[CH:32][N:33]=2)[CH:29]=O)[CH:25]=[CH:24][CH:23]=[CH:22][CH:21]=1. Given the product [CH3:19][O:18][C:11]1[CH:12]=[CH:13][CH:14]=[C:15]([O:16][CH3:17])[C:10]=1[CH:2]1[N:1]([CH2:29][C:28]2[CH:31]=[CH:32][N:33]=[C:26]([C:20]3[CH:21]=[CH:22][CH:23]=[CH:24][CH:25]=3)[CH:27]=2)[C:6](=[O:8])[CH2:5][CH2:4][CH2:3]1, predict the reactants needed to synthesize it.